This data is from Full USPTO retrosynthesis dataset with 1.9M reactions from patents (1976-2016). The task is: Predict the reactants needed to synthesize the given product. The reactants are: [CH:1]([C:3]1[C:4]([C:8]([O:10][CH2:11][CH3:12])=[O:9])=[N:5][NH:6][CH:7]=1)=[O:2].F[C:14]1[C:19]([F:20])=[CH:18][CH:17]=[CH:16][N:15]=1.C(=O)([O-])[O-].[K+].[K+].O. Given the product [F:20][C:19]1[C:14]([N:6]2[CH:7]=[C:3]([CH:1]=[O:2])[C:4]([C:8]([O:10][CH2:11][CH3:12])=[O:9])=[N:5]2)=[N:15][CH:16]=[CH:17][CH:18]=1, predict the reactants needed to synthesize it.